From a dataset of Reaction yield outcomes from USPTO patents with 853,638 reactions. Predict the reaction yield, written as a fraction of the theoretical maximum amount of product (1.0 means a 100% yield; for example, 0.34 means a 34% yield). (1) The reactants are [CH:1]1[C:10]2[C:5](=[CH:6][CH:7]=[CH:8][CH:9]=2)[CH:4]=[CH:3][C:2]=1[O:11][C:12]1[CH:30]=[CH:29][C:15]([C:16]([NH:18][C:19]2[CH:28]=[CH:27][CH:26]=[CH:25][C:20]=2[C:21]([O:23]C)=[O:22])=[O:17])=[CH:14][CH:13]=1.[OH-].[Li+].Cl.O. The catalyst is CO.C1COCC1. The product is [CH:1]1[C:10]2[C:5](=[CH:6][CH:7]=[CH:8][CH:9]=2)[CH:4]=[CH:3][C:2]=1[O:11][C:12]1[CH:13]=[CH:14][C:15]([C:16]([NH:18][C:19]2[CH:28]=[CH:27][CH:26]=[CH:25][C:20]=2[C:21]([OH:23])=[O:22])=[O:17])=[CH:29][CH:30]=1. The yield is 0.800. (2) The reactants are [CH2:1]([O:3][C:4]1[N:9]=[CH:8][C:7]([NH2:10])=[C:6]([CH3:11])[CH:5]=1)[CH3:2].[C:12](O[C:12]([O:14][C:15]([CH3:18])([CH3:17])[CH3:16])=[O:13])([O:14][C:15]([CH3:18])([CH3:17])[CH3:16])=[O:13]. The catalyst is C1COCC1. The product is [CH2:1]([O:3][C:4]1[N:9]=[CH:8][C:7]([NH:10][C:12](=[O:13])[O:14][C:15]([CH3:18])([CH3:17])[CH3:16])=[C:6]([CH3:11])[CH:5]=1)[CH3:2]. The yield is 0.820. (3) The reactants are [F:1][C:2]1[CH:16]=[CH:15][CH:14]=[C:13]([F:17])[C:3]=1[CH2:4][O:5][C:6]1[C:7]([NH2:12])=[N:8][CH:9]=[CH:10][CH:11]=1.Cl[CH:19]([C:25]([CH3:27])=O)[C:20]([O:22][CH2:23][CH3:24])=[O:21]. The catalyst is C(O)C. The product is [F:1][C:2]1[CH:16]=[CH:15][CH:14]=[C:13]([F:17])[C:3]=1[CH2:4][O:5][C:6]1[C:7]2[N:8]([C:19]([C:20]([O:22][CH2:23][CH3:24])=[O:21])=[C:25]([CH3:27])[N:12]=2)[CH:9]=[CH:10][CH:11]=1. The yield is 0.416. (4) The reactants are [H-].[H-].[H-].[H-].[Li+].[Al+3].[CH:7]1[C:16]2[C:17]3[C:23](=O)[NH:22][CH2:21][CH2:20][CH2:19][C:18]=3[N:14]3[C:15]=2[C:10]([CH2:11][CH2:12][CH2:13]3)=[CH:9][CH:8]=1.O.[OH-].[Na+]. The catalyst is O1CCOCC1. The product is [CH:7]1[C:16]2[C:17]3[CH2:23][NH:22][CH2:21][CH2:20][CH2:19][C:18]=3[N:14]3[C:15]=2[C:10]([CH2:11][CH2:12][CH2:13]3)=[CH:9][CH:8]=1. The yield is 0.950.